Dataset: Reaction yield outcomes from USPTO patents with 853,638 reactions. Task: Predict the reaction yield, written as a fraction of the theoretical maximum amount of product (1.0 means a 100% yield; for example, 0.34 means a 34% yield). The reactants are Br[C:2]1[CH:3]=[C:4]2[C:8](=[CH:9][C:10]=1[Cl:11])[NH:7][CH:6]=[C:5]2[C:12]([O:14][CH3:15])=[O:13].[C:16]1([C:25]2[CH:30]=[CH:29][CH:28]=[CH:27][CH:26]=2)[CH:21]=[CH:20][C:19](B(O)O)=[CH:18][CH:17]=1.C(=O)([O-])[O-].[K+].[K+].C(OCC)(=O)C. The catalyst is C1(C)C=CC=CC=1.C(O)C.C1C=CC(P(C2C=CC=CC=2)[C-]2C=CC=C2)=CC=1.C1C=CC(P(C2C=CC=CC=2)[C-]2C=CC=C2)=CC=1.Cl[Pd]Cl.[Fe+2].O. The product is [C:16]1([C:25]2[CH:26]=[CH:27][CH:28]=[CH:29][CH:30]=2)[CH:21]=[CH:20][C:19]([C:2]2[CH:3]=[C:4]3[C:8](=[CH:9][C:10]=2[Cl:11])[NH:7][CH:6]=[C:5]3[C:12]([O:14][CH3:15])=[O:13])=[CH:18][CH:17]=1. The yield is 0.350.